This data is from Peptide-MHC class I binding affinity with 185,985 pairs from IEDB/IMGT. The task is: Regression. Given a peptide amino acid sequence and an MHC pseudo amino acid sequence, predict their binding affinity value. This is MHC class I binding data. (1) The peptide sequence is LINLTTIAY. The MHC is HLA-A30:02 with pseudo-sequence HLA-A30:02. The binding affinity (normalized) is 0.327. (2) The peptide sequence is PAGRPNYVK. The MHC is HLA-A33:01 with pseudo-sequence HLA-A33:01. The binding affinity (normalized) is 0.179. (3) The MHC is HLA-A02:01 with pseudo-sequence HLA-A02:01. The binding affinity (normalized) is 0. The peptide sequence is ERLKIRASL. (4) The peptide sequence is CPRIFSHSF. The MHC is HLA-A02:12 with pseudo-sequence HLA-A02:12. The binding affinity (normalized) is 0.0847.